The task is: Regression. Given a peptide amino acid sequence and an MHC pseudo amino acid sequence, predict their binding affinity value. This is MHC class II binding data.. This data is from Peptide-MHC class II binding affinity with 134,281 pairs from IEDB. The peptide sequence is GELQIVDKLDAAFKI. The MHC is DRB1_1302 with pseudo-sequence DRB1_1302. The binding affinity (normalized) is 0.736.